Dataset: Forward reaction prediction with 1.9M reactions from USPTO patents (1976-2016). Task: Predict the product of the given reaction. (1) The product is: [CH2:1]([O:8][C:9]([N:11]1[CH2:16][C@H:15]([O:17][CH2:18][C:19]2[CH:20]=[CH:21][C:22]3[O:27][CH2:26][CH2:25][N:24]([CH2:28][CH2:29][CH2:30][O:31][CH3:32])[C:23]=3[CH:33]=2)[C@@H:14]([C:34]2[CH:39]=[CH:38][C:37]([O:40][CH3:41])=[CH:36][CH:35]=2)[CH2:13][C@H:12]1[CH2:42][C:43](=[O:44])[N:56]([CH2:55][C:48]1[C:49]2[C:54](=[CH:53][CH:52]=[CH:51][CH:50]=2)[NH:46][CH:47]=1)[CH3:57])=[O:10])[C:2]1[CH:3]=[CH:4][CH:5]=[CH:6][CH:7]=1. Given the reactants [CH2:1]([O:8][C:9]([N:11]1[CH2:16][C@H:15]([O:17][CH2:18][C:19]2[CH:20]=[CH:21][C:22]3[O:27][CH2:26][CH2:25][N:24]([CH2:28][CH2:29][CH2:30][O:31][CH3:32])[C:23]=3[CH:33]=2)[C@@H:14]([C:34]2[CH:39]=[CH:38][C:37]([O:40][CH3:41])=[CH:36][CH:35]=2)[CH2:13][C@H:12]1[CH2:42][C:43](O)=[O:44])=[O:10])[C:2]1[CH:7]=[CH:6][CH:5]=[CH:4][CH:3]=1.[NH:46]1[C:54]2[C:49](=[CH:50][CH:51]=[CH:52][CH:53]=2)[C:48]([CH2:55][NH:56][CH3:57])=[CH:47]1, predict the reaction product. (2) Given the reactants [C:1]([O:5][CH:6]([C:10]1[C:11]([CH:29]([CH3:31])[CH3:30])=[N:12][C:13]2[C:14]([CH3:28])([CH3:27])[CH2:15][NH:16][CH2:17][C:18]=2[C:19]=1[C:20]1[CH:25]=[CH:24][C:23]([F:26])=[CH:22][CH:21]=1)[C:7]([OH:9])=[O:8])([CH3:4])([CH3:3])[CH3:2].CCN(CC)CC.[C:39]1([C@@H:45]2[CH2:47][C@H:46]2[C:48](Cl)=[O:49])[CH:44]=[CH:43][CH:42]=[CH:41][CH:40]=1.CO, predict the reaction product. The product is: [C:1]([O:5][CH:6]([C:10]1[C:11]([CH:29]([CH3:31])[CH3:30])=[N:12][C:13]2[C:14]([CH3:28])([CH3:27])[CH2:15][N:16]([C:48]([C@@H:46]3[CH2:47][C@H:45]3[C:39]3[CH:44]=[CH:43][CH:42]=[CH:41][CH:40]=3)=[O:49])[CH2:17][C:18]=2[C:19]=1[C:20]1[CH:21]=[CH:22][C:23]([F:26])=[CH:24][CH:25]=1)[C:7]([OH:9])=[O:8])([CH3:4])([CH3:3])[CH3:2]. (3) Given the reactants [F:1][C:2]1[C:3]([C:18](=[O:20])[CH3:19])=[C:4]2[C:9](=[CH:10][CH:11]=1)[N:8]=[C:7]([CH3:12])[C:6]([NH:13][C:14]1(C)[CH2:16][CH2:15]1)=[N:5]2.BrC1C(F)=CC=C2C=1N=C(NC(C)C)C(C)=N2, predict the reaction product. The product is: [F:1][C:2]1[C:3]([C:18](=[O:20])[CH3:19])=[C:4]2[C:9](=[CH:10][CH:11]=1)[N:8]=[C:7]([CH3:12])[C:6]([NH:13][CH:14]([CH3:16])[CH3:15])=[N:5]2. (4) Given the reactants [Cl:1][C:2]1[CH:7]=[C:6]([Cl:8])[CH:5]=[CH:4][C:3]=1[C:9]1[CH:14]=[C:13](F)[CH:12]=[CH:11][C:10]=1[N+:16]([O-:18])=[O:17].[NH2:19][C:20]1[C:25]([N+:26]([O-:28])=[O:27])=[CH:24][CH:23]=[C:22]([NH:29][CH2:30][CH2:31][NH2:32])[N:21]=1.C(N(CC)C(C)C)(C)C, predict the reaction product. The product is: [Cl:1][C:2]1[CH:7]=[C:6]([Cl:8])[CH:5]=[CH:4][C:3]=1[C:9]1[C:10]([N+:16]([O-:18])=[O:17])=[CH:11][CH:12]=[C:13]([NH:32][CH2:31][CH2:30][NH:29][C:22]2[N:21]=[C:20]([NH2:19])[C:25]([N+:26]([O-:28])=[O:27])=[CH:24][CH:23]=2)[CH:14]=1. (5) Given the reactants [Cl:1][C:2]1[CH:7]=[C:6]([NH2:8])[CH:5]=[CH:4][N:3]=1.C(N(CC)C(C)C)(C)C.[F:18][C:19]([F:30])([F:29])[C:20]1[CH:21]=[C:22]([CH:26]=[CH:27][CH:28]=1)[C:23](Cl)=[O:24], predict the reaction product. The product is: [Cl:1][C:2]1[CH:7]=[C:6]([NH:8][C:23](=[O:24])[C:22]2[CH:26]=[CH:27][CH:28]=[C:20]([C:19]([F:18])([F:29])[F:30])[CH:21]=2)[CH:5]=[CH:4][N:3]=1.